From a dataset of Forward reaction prediction with 1.9M reactions from USPTO patents (1976-2016). Predict the product of the given reaction. (1) Given the reactants [F:1][C:2]1[CH:23]=[CH:22][CH:21]=[C:20]([F:24])[C:3]=1[CH2:4][O:5][C:6]1[C:7]2[N:8]([C:13]([C:17](O)=[O:18])=[C:14]([CH3:16])[N:15]=2)[CH:9]=[C:10]([CH3:12])[CH:11]=1.CN(C(ON1N=NC2C=CC=CC1=2)=[N+](C)C)C.[B-](F)(F)(F)F.CN1CCOCC1.Cl.Cl.[C:56]([NH:60][CH2:61][CH2:62][NH2:63])([CH3:59])([CH3:58])[CH3:57], predict the reaction product. The product is: [C:56]([NH:60][CH2:61][CH2:62][NH:63][C:17]([C:13]1[N:8]2[CH:9]=[C:10]([CH3:12])[CH:11]=[C:6]([O:5][CH2:4][C:3]3[C:20]([F:24])=[CH:21][CH:22]=[CH:23][C:2]=3[F:1])[C:7]2=[N:15][C:14]=1[CH3:16])=[O:18])([CH3:59])([CH3:58])[CH3:57]. (2) Given the reactants [N:1]1([C:7]([O:9][C:10]([CH3:13])([CH3:12])[CH3:11])=[O:8])[CH2:6][CH2:5][NH:4][CH2:3][CH2:2]1.C(N(CC)CC)C.Br[CH:22]1[CH2:26][CH2:25][C:24]([C:27]#[N:28])=[CH:23]1, predict the reaction product. The product is: [C:27]([C:24]1[CH2:25][CH2:26][C@@H:22]([N:4]2[CH2:5][CH2:6][N:1]([C:7]([O:9][C:10]([CH3:13])([CH3:12])[CH3:11])=[O:8])[CH2:2][CH2:3]2)[CH:23]=1)#[N:28]. (3) Given the reactants [Cl:1][C:2]1[CH:3]=[C:4]2[C:8](=[CH:9][CH:10]=1)[NH:7][CH:6]=[C:5]2[CH2:11][CH2:12][NH:13][C:14](=[O:22])[C:15]1[CH:20]=[CH:19][CH:18]=[CH:17][C:16]=1I.[F:23][C:24]([F:35])([F:34])[C:25]1[CH:30]=[CH:29][C:28](B(O)O)=[CH:27][CH:26]=1.C(=O)([O-])[O-].[Na+].[Na+], predict the reaction product. The product is: [Cl:1][C:2]1[CH:3]=[C:4]2[C:8](=[CH:9][CH:10]=1)[NH:7][CH:6]=[C:5]2[CH2:11][CH2:12][NH:13][C:14]([C:15]1[C:16]([C:28]2[CH:29]=[CH:30][C:25]([C:24]([F:35])([F:34])[F:23])=[CH:26][CH:27]=2)=[CH:17][CH:18]=[CH:19][CH:20]=1)=[O:22].